Predict the reactants needed to synthesize the given product. From a dataset of Full USPTO retrosynthesis dataset with 1.9M reactions from patents (1976-2016). (1) Given the product [CH:36]([N:39]1[C:44](=[O:45])[CH:43]=[CH:42][C:41]([C:46]2[C:51]([C:52]3[CH:57]=[CH:56][CH:55]=[CH:54][CH:53]=3)=[N:50][CH:49]=[C:48]([NH:61][CH2:62][C:63]3[CH:64]=[CH:65][C:66]([O:69][CH3:70])=[CH:67][CH:68]=3)[N:47]=2)=[N:40]1)([CH3:38])[CH3:37], predict the reactants needed to synthesize it. The reactants are: C(N1C(=O)C=CC(C2N=C(C(O)=O)C(NCC3C=CC(OC)=CC=3)=NC=2C2C=CC=CC=2)=N1)(C)C.[CH:36]([N:39]1[C:44](=[O:45])[CH:43]=[CH:42][C:41]([C:46]2[N:47]=[C:48]([NH:61][CH2:62][C:63]3[CH:68]=[CH:67][C:66]([O:69][CH3:70])=[CH:65][CH:64]=3)[C:49](C(O)=O)=[N:50][C:51]=2[C:52]2[CH:57]=[CH:56][CH:55]=[CH:54][CH:53]=2)=[N:40]1)([CH3:38])[CH3:37]. (2) Given the product [Cl:1][C:2]1[CH:3]=[CH:4][C:5]([NH:8][C:9](=[O:36])[C:10]2[CH:15]=[CH:14][C:13]([C:16]([O:18][CH3:19])=[O:17])=[CH:12][C:11]=2[NH:20][CH:21]([CH:23]2[CH2:24][CH2:25][NH:26][CH2:27][CH2:28]2)[CH3:22])=[N:6][CH:7]=1, predict the reactants needed to synthesize it. The reactants are: [Cl:1][C:2]1[CH:3]=[CH:4][C:5]([NH:8][C:9](=[O:36])[C:10]2[CH:15]=[CH:14][C:13]([C:16]([O:18][CH3:19])=[O:17])=[CH:12][C:11]=2[NH:20][CH:21]([CH:23]2[CH2:28][CH2:27][N:26](C(OC(C)(C)C)=O)[CH2:25][CH2:24]2)[CH3:22])=[N:6][CH:7]=1.[B-][N+](C)(C)C. (3) Given the product [CH3:17][C:5]1[C:13]2[C:8](=[CH:9][CH:10]=[CH:11][C:12]=2[N+:14]([O-:16])=[O:15])[NH:7][N:6]=1, predict the reactants needed to synthesize it. The reactants are: C[Zn]C.I[C:5]1[C:13]2[C:8](=[CH:9][CH:10]=[CH:11][C:12]=2[N+:14]([O-:16])=[O:15])[NH:7][N:6]=1.[CH3:17]O.Cl. (4) Given the product [NH2:10][C:6]1[CH:7]=[CH:8][CH:9]=[C:4]([N+:1]([O-:3])=[O:2])[C:5]=1[OH:13], predict the reactants needed to synthesize it. The reactants are: [N+:1]([C:4]1[CH:9]=[CH:8][CH:7]=[C:6]([N+:10]([O-])=O)[C:5]=1[OH:13])([O-:3])=[O:2].[OH-].[NH4+].[Cl-].[NH4+].O.O.O.O.O.O.O.O.O.[S-2].[Na+].[Na+].Cl. (5) Given the product [Cl:1][C:2]1[C:7]([Cl:8])=[CH:6][C:5]([C:9](=[O:11])[CH3:10])=[C:4]([OH:12])[C:3]=1[I:13], predict the reactants needed to synthesize it. The reactants are: [Cl:1][C:2]1[C:7]([Cl:8])=[CH:6][C:5]([C:9](=[O:11])[CH3:10])=[C:4]([OH:12])[CH:3]=1.[I:13]N1C(=O)CCC1=O.